Dataset: Reaction yield outcomes from USPTO patents with 853,638 reactions. Task: Predict the reaction yield, written as a fraction of the theoretical maximum amount of product (1.0 means a 100% yield; for example, 0.34 means a 34% yield). (1) The catalyst is C1(C)C=CC=CC=1. The reactants are [Cl:1][C:2]1[CH:3]=[C:4]([CH2:9]O)[C:5]([CH3:8])=[N:6][CH:7]=1.C1(P([N:25]=[N+:26]=[N-:27])(C2C=CC=CC=2)=O)C=CC=CC=1.N12CCCN=C1CCCCC2. The yield is 1.00. The product is [N:25]([CH2:9][C:4]1[C:5]([CH3:8])=[N:6][CH:7]=[C:2]([Cl:1])[CH:3]=1)=[N+:26]=[N-:27]. (2) The reactants are [C:1]([C:3]1[C:11]2[C:6](=[N:7][C:8]([CH3:13])=[CH:9][C:10]=2[CH3:12])[N:5]([CH:14]2[C:23]3[C:18](=[CH:19][CH:20]=[CH:21][CH:22]=3)[CH2:17][CH2:16][CH2:15]2)[C:4]=1/[CH:24]=[CH:25]/[C:26]([O:28]CC)=[O:27])#[N:2].C1(C)C=CC=CC=1.[OH-].[Na+].Cl. The catalyst is O1CCCC1.O. The product is [C:1]([C:3]1[C:11]2[C:6](=[N:7][C:8]([CH3:13])=[CH:9][C:10]=2[CH3:12])[N:5]([CH:14]2[C:23]3[C:18](=[CH:19][CH:20]=[CH:21][CH:22]=3)[CH2:17][CH2:16][CH2:15]2)[C:4]=1/[CH:24]=[CH:25]/[C:26]([OH:28])=[O:27])#[N:2]. The yield is 0.920. (3) The reactants are [CH3:1][NH:2][CH:3]1[CH2:16][C:15]2[C:6]([CH3:25])([CH:7]3[CH:12]([CH2:13][CH:14]=2)[CH:11]2[CH2:17][CH2:18][CH:19]4[CH:20]([CH3:24])[N:21]([CH3:23])[CH2:22][C:10]24[CH2:9][CH2:8]3)[CH2:5][CH2:4]1.[C:26]([N:33]([CH3:41])[C@@H:34]([C:38]([OH:40])=O)[CH:35]([CH3:37])[CH3:36])([O:28][C:29]([CH3:32])([CH3:31])[CH3:30])=[O:27].Cl.CN(C)CCCN=C=NCC.ON1C2C=CC=CC=2N=N1. The catalyst is C1COCC1.ClCCl. The product is [C:29]([O:28][C:26](=[O:27])[N:33]([CH3:41])[CH:34]([C:38](=[O:40])[N:2]([CH3:1])[CH:3]1[CH2:16][C:15]2[C:6]([CH3:25])([CH:7]3[CH:12]([CH2:13][CH:14]=2)[CH:11]2[CH2:17][CH2:18][CH:19]4[CH:20]([CH3:24])[N:21]([CH3:23])[CH2:22][C:10]24[CH2:9][CH2:8]3)[CH2:5][CH2:4]1)[CH:35]([CH3:36])[CH3:37])([CH3:30])([CH3:31])[CH3:32]. The yield is 0.720. (4) The reactants are [CH2:1]([NH2:8])[C:2]1[CH:7]=[CH:6][CH:5]=[CH:4][CH:3]=1.C([CH:11]([C:15](Cl)=[O:16])[C:12](Cl)=[O:13])C.C(N([CH2:23][CH3:24])CC)C.C(=O)(O)[O-:26].[Na+]. The catalyst is ClCCl. The product is [O:16]=[C:15]([NH:8][CH2:1][C:2]1[CH:7]=[CH:6][CH:5]=[CH:4][CH:3]=1)[CH2:11][C:12]([O:13][CH2:23][CH3:24])=[O:26]. The yield is 1.00. (5) The reactants are [C:1]([C:3]1[C:4]([I:17])=[C:5]([C:12]([O:14][CH2:15][CH3:16])=[O:13])[S:6][C:7]=1S(C)(=O)=O)#[N:2].O1CCOCC1.[NH:24]1[CH2:29][CH2:28][O:27][CH2:26][CH2:25]1. The catalyst is O. The product is [C:1]([C:3]1[C:4]([I:17])=[C:5]([C:12]([O:14][CH2:15][CH3:16])=[O:13])[S:6][C:7]=1[N:24]1[CH2:29][CH2:28][O:27][CH2:26][CH2:25]1)#[N:2]. The yield is 0.820.